Dataset: Catalyst prediction with 721,799 reactions and 888 catalyst types from USPTO. Task: Predict which catalyst facilitates the given reaction. (1) Reactant: [CH3:1][C@H:2]1[O:7][CH2:6][C@@H:5]([C:8]2[CH:13]=[CH:12][CH:11]=[CH:10][CH:9]=2)[N:4]([C:14]2[CH:15]=[CH:16][C:17]3[O:18][CH2:19][C:20](=O)[NH:21][C:22]=3[N:23]=2)[CH2:3]1.[H-].[Al+3].[Li+].[H-].[H-].[H-].O.[OH-].[Na+]. Product: [CH3:1][C@H:2]1[O:7][CH2:6][C@@H:5]([C:8]2[CH:13]=[CH:12][CH:11]=[CH:10][CH:9]=2)[N:4]([C:14]2[CH:15]=[CH:16][C:17]3[O:18][CH2:19][CH2:20][NH:21][C:22]=3[N:23]=2)[CH2:3]1. The catalyst class is: 7. (2) Reactant: FC(F)(F)C(O)=O.[NH2:8][C:9]1([C:13]([OH:16])([CH3:15])[CH3:14])[CH2:12][CH2:11][CH2:10]1.C(N(CC)C(C)C)(C)C.[F:26][C:27]1[CH:35]=[C:34]2[C:30]([C:31]([C:37]3[N:38]=[C:39]4[C:45]([C:46](O)=[O:47])=[CH:44][N:43]([CH2:49][O:50][CH2:51][CH2:52][Si:53]([CH3:56])([CH3:55])[CH3:54])[C:40]4=[N:41][CH:42]=3)=[N:32][N:33]2[CH3:36])=[CH:29][CH:28]=1.CN(C(ON1N=NC2C=CC=NC1=2)=[N+](C)C)C.F[P-](F)(F)(F)(F)F. Product: [OH:16][C:13]([C:9]1([NH:8][C:46]([C:45]2[C:39]3[C:40](=[N:41][CH:42]=[C:37]([C:31]4[C:30]5[C:34](=[CH:35][C:27]([F:26])=[CH:28][CH:29]=5)[N:33]([CH3:36])[N:32]=4)[N:38]=3)[N:43]([CH2:49][O:50][CH2:51][CH2:52][Si:53]([CH3:56])([CH3:55])[CH3:54])[CH:44]=2)=[O:47])[CH2:12][CH2:11][CH2:10]1)([CH3:15])[CH3:14]. The catalyst class is: 18.